Dataset: hERG Central: cardiac toxicity at 1µM, 10µM, and general inhibition. Task: Predict hERG channel inhibition at various concentrations. (1) The compound is CCN(CC(=O)Nc1cc(Cl)ccc1-n1cncn1)Cc1nc2ccccc2c(=O)[nH]1. Results: hERG_inhib (hERG inhibition (general)): blocker. (2) The drug is Cc1nc2ccccc2n1C1CCN(C(=O)Nc2ccccc2)CC1. Results: hERG_inhib (hERG inhibition (general)): blocker.